Dataset: NCI-60 drug combinations with 297,098 pairs across 59 cell lines. Task: Regression. Given two drug SMILES strings and cell line genomic features, predict the synergy score measuring deviation from expected non-interaction effect. Drug 1: C1=CC=C(C=C1)NC(=O)CCCCCCC(=O)NO. Drug 2: CCN(CC)CCCC(C)NC1=C2C=C(C=CC2=NC3=C1C=CC(=C3)Cl)OC. Cell line: NCI-H522. Synergy scores: CSS=33.7, Synergy_ZIP=-13.1, Synergy_Bliss=-7.96, Synergy_Loewe=-4.91, Synergy_HSA=-2.21.